From a dataset of Forward reaction prediction with 1.9M reactions from USPTO patents (1976-2016). Predict the product of the given reaction. (1) Given the reactants [CH3:1][C:2]1[NH:6][N:5]=[CH:4][C:3]=1[C:7]1[S:15][C:14]2[C:13](=[O:16])[NH:12][C:11]([CH:17](N3CCCC3)[CH2:18][C:19]3[CH:24]=[CH:23][CH:22]=[CH:21][CH:20]=3)=[N:10][C:9]=2[CH:8]=1.[ClH:30].C(OCC)(=O)C, predict the reaction product. The product is: [ClH:30].[CH3:1][C:2]1[NH:6][N:5]=[CH:4][C:3]=1[C:7]1[S:15][C:14]2[C:13](=[O:16])[NH:12][C:11](/[CH:17]=[CH:18]/[C:19]3[CH:24]=[CH:23][CH:22]=[CH:21][CH:20]=3)=[N:10][C:9]=2[CH:8]=1. (2) Given the reactants [NH3:1].[C:2]([N:5]1[CH2:10][CH2:9][CH2:8][CH2:7][C:6]1=O)(=[O:4])[CH3:3], predict the reaction product. The product is: [NH3:5].[C:2]([N:5]1[CH2:10][CH2:9][CH:8]([NH2:1])[CH2:7][CH2:6]1)(=[O:4])[CH3:3]. (3) The product is: [Cl:1][C:2]1[CH:3]=[C:4]([C:17]2[CH:22]=[C:21]([F:23])[CH:20]=[CH:19][C:18]=2[O:24][C@@H:36]([CH3:41])[C:37]([O:39][CH3:40])=[O:38])[CH:5]=[CH:6][C:7]=1[S:8]([C:11]1[CH:12]=[CH:13][CH:14]=[CH:15][CH:16]=1)(=[O:10])=[O:9]. Given the reactants [Cl:1][C:2]1[CH:3]=[C:4]([C:17]2[C:18]([OH:24])=[CH:19][CH:20]=[C:21]([F:23])[CH:22]=2)[CH:5]=[CH:6][C:7]=1[S:8]([C:11]1[CH:16]=[CH:15][CH:14]=[CH:13][CH:12]=1)(=[O:10])=[O:9].CC1C=CC(S(O[C@H:36]([CH3:41])[C:37]([O:39][CH3:40])=[O:38])(=O)=O)=CC=1, predict the reaction product. (4) Given the reactants Cl[C:2]1[C:7]([C:8]([O:10][CH2:11][CH3:12])=[S:9])=[CH:6][N:5]=[C:4]([CH3:13])[N:3]=1.[CH3:14][NH2:15].C(O)C, predict the reaction product. The product is: [CH3:14][NH:15][C:2]1[C:7]([C:8]([O:10][CH2:11][CH3:12])=[S:9])=[CH:6][N:5]=[C:4]([CH3:13])[N:3]=1.